From a dataset of TCR-epitope binding with 47,182 pairs between 192 epitopes and 23,139 TCRs. Binary Classification. Given a T-cell receptor sequence (or CDR3 region) and an epitope sequence, predict whether binding occurs between them. (1) The epitope is PKYVKQNTLKLAT. The TCR CDR3 sequence is CASANPGGRTGELFF. Result: 1 (the TCR binds to the epitope). (2) The epitope is CTELKLSDY. The TCR CDR3 sequence is CATSRERWGEYEQYF. Result: 1 (the TCR binds to the epitope). (3) The epitope is EPLPQGQLTAY. The TCR CDR3 sequence is CAISLDRVYEQYF. Result: 0 (the TCR does not bind to the epitope). (4) The epitope is GILGFVFTL. The TCR CDR3 sequence is CASSQVLSGSVYNSPLHF. Result: 0 (the TCR does not bind to the epitope). (5) The epitope is GTSGSPIIDK. The TCR CDR3 sequence is CASSLGTYEQYF. Result: 0 (the TCR does not bind to the epitope). (6) The epitope is KTSVDCTMYI. The TCR CDR3 sequence is CASSLGGEQFF. Result: 0 (the TCR does not bind to the epitope).